From a dataset of Forward reaction prediction with 1.9M reactions from USPTO patents (1976-2016). Predict the product of the given reaction. (1) Given the reactants [CH2:1]([N:5]([CH2:16][CH2:17][CH2:18][CH3:19])[C:6]1[CH:11]=[CH:10][C:9]([N+:12]([O-])=O)=[CH:8][C:7]=1[F:15])[CH2:2][CH2:3][CH3:4].C(Cl)Cl, predict the reaction product. The product is: [CH2:1]([N:5]([CH2:16][CH2:17][CH2:18][CH3:19])[C:6]1[CH:11]=[CH:10][C:9]([NH2:12])=[CH:8][C:7]=1[F:15])[CH2:2][CH2:3][CH3:4]. (2) The product is: [CH2:1]([C:3]1[N:4]=[C:5]([CH3:10])[NH:6][C:7]=1[C:8]([OH:12])=[O:9])[CH3:2]. Given the reactants [CH2:1]([C:3]1[N:4]=[C:5]([CH3:10])[NH:6][C:7]=1[CH:8]=[O:9])[CH3:2].P([O-])(O)(O)=[O:12].[Na+].CC(=CC)C.Cl([O-])=O.[Na+], predict the reaction product. (3) Given the reactants [CH3:1][O:2][C:3]1[CH:31]=[CH:30][C:6]([CH2:7][NH:8][C:9]([C:11]2[CH:16]=[CH:15][C:14]([C:17]3[CH:22]=[C:21]([C:23]4[O:24][C:25]([CH3:28])=[N:26][N:27]=4)[CH:20]=[CH:19][C:18]=3[CH3:29])=[CH:13][CH:12]=2)=[O:10])=[CH:5][CH:4]=1.[CH:32]1([CH2:35]Br)[CH2:34][CH2:33]1, predict the reaction product. The product is: [CH:32]1([CH2:35][N:8]([CH2:7][C:6]2[CH:5]=[CH:4][C:3]([O:2][CH3:1])=[CH:31][CH:30]=2)[C:9]([C:11]2[CH:12]=[CH:13][C:14]([C:17]3[CH:22]=[C:21]([C:23]4[O:24][C:25]([CH3:28])=[N:26][N:27]=4)[CH:20]=[CH:19][C:18]=3[CH3:29])=[CH:15][CH:16]=2)=[O:10])[CH2:34][CH2:33]1.